From a dataset of NCI-60 drug combinations with 297,098 pairs across 59 cell lines. Regression. Given two drug SMILES strings and cell line genomic features, predict the synergy score measuring deviation from expected non-interaction effect. Drug 1: CCC1=CC2CC(C3=C(CN(C2)C1)C4=CC=CC=C4N3)(C5=C(C=C6C(=C5)C78CCN9C7C(C=CC9)(C(C(C8N6C)(C(=O)OC)O)OC(=O)C)CC)OC)C(=O)OC.C(C(C(=O)O)O)(C(=O)O)O. Drug 2: CC12CCC3C(C1CCC2O)C(CC4=C3C=CC(=C4)O)CCCCCCCCCS(=O)CCCC(C(F)(F)F)(F)F. Cell line: U251. Synergy scores: CSS=11.0, Synergy_ZIP=-1.24, Synergy_Bliss=-2.16, Synergy_Loewe=-12.6, Synergy_HSA=-1.03.